This data is from Reaction yield outcomes from USPTO patents with 853,638 reactions. The task is: Predict the reaction yield, written as a fraction of the theoretical maximum amount of product (1.0 means a 100% yield; for example, 0.34 means a 34% yield). (1) The catalyst is CO. The product is [CH3:1][CH:2]([CH2:8][C:9]1[CH:14]=[CH:13][C:12]([C:15]2[N:19]=[CH:18][N:17]([C:20]3[CH:25]=[CH:24][C:23]([O:26][C:27]([F:30])([F:28])[F:29])=[CH:22][CH:21]=3)[N:16]=2)=[CH:11][CH:10]=1)[C:3]([OH:5])=[O:4]. The reactants are [CH3:1][CH:2]([CH2:8][C:9]1[CH:14]=[CH:13][C:12]([C:15]2[N:19]=[CH:18][N:17]([C:20]3[CH:25]=[CH:24][C:23]([O:26][C:27]([F:30])([F:29])[F:28])=[CH:22][CH:21]=3)[N:16]=2)=[CH:11][CH:10]=1)[C:3]([O:5]CC)=[O:4].[OH-].[Na+].Cl. The yield is 0.930. (2) The reactants are [NH2:1][C:2]1[CH:7]=[CH:6][CH:5]=[CH:4][CH:3]=1.[N:8]#[C:9][NH2:10].[N+:11]([O-:14])([OH:13])=[O:12]. The catalyst is C(O)C. The product is [N+:11]([O-:14])([O-:13])=[O:12].[C:2]1([NH:1][C:9]([NH2:10])=[NH2+:8])[CH:7]=[CH:6][CH:5]=[CH:4][CH:3]=1. The yield is 0.320.